Task: Predict which catalyst facilitates the given reaction.. Dataset: Catalyst prediction with 721,799 reactions and 888 catalyst types from USPTO (1) Reactant: [CH:1]([C:3]1[CH:8]=[CH:7][C:6]([C:9]2[N:10]=[C:11]3[C:16]([C:17]#[N:18])=[CH:15][CH:14]=[CH:13][N:12]3[C:19]=2[C:20]2[CH:25]=[CH:24][CH:23]=[CH:22][CH:21]=2)=[CH:5][CH:4]=1)=O.C(N(CC)CC)C.Cl.Cl.[O:35]1[CH:39]=[CH:38][CH:37]=[C:36]1[C:40]1[NH:44][N:43]=[C:42]([CH:45]2[CH2:50][CH2:49][NH:48][CH2:47][CH2:46]2)[N:41]=1.C(O)(=O)C.[BH-](OC(C)=O)(OC(C)=O)OC(C)=O.[Na+]. Product: [O:35]1[CH:39]=[CH:38][CH:37]=[C:36]1[C:40]1[NH:41][C:42]([CH:45]2[CH2:50][CH2:49][N:48]([CH2:1][C:3]3[CH:4]=[CH:5][C:6]([C:9]4[N:10]=[C:11]5[C:16]([C:17]#[N:18])=[CH:15][CH:14]=[CH:13][N:12]5[C:19]=4[C:20]4[CH:25]=[CH:24][CH:23]=[CH:22][CH:21]=4)=[CH:7][CH:8]=3)[CH2:47][CH2:46]2)=[N:43][N:44]=1. The catalyst class is: 396. (2) Reactant: Br[C:2]1[CH:3]=[C:4]2[C:8](=[CH:9][CH:10]=1)[CH2:7][C@H:6]([NH:11][S:12]([CH:15]([CH3:17])[CH3:16])(=[O:14])=[O:13])[CH2:5]2.[C:18]1([OH:24])[CH:23]=[CH:22][CH:21]=[CH:20][CH:19]=1.C(=O)([O-])[O-].[Cs+].[Cs+].CN(C)CC(O)=O. Product: [C:18]1([O:24][C:2]2[CH:3]=[C:4]3[C:8](=[CH:9][CH:10]=2)[CH2:7][C@H:6]([NH:11][S:12]([CH:15]([CH3:17])[CH3:16])(=[O:14])=[O:13])[CH2:5]3)[CH:23]=[CH:22][CH:21]=[CH:20][CH:19]=1. The catalyst class is: 156. (3) Reactant: [CH3:1][NH:2][CH2:3][C:4]1[CH:5]=[N:6][CH:7]=[CH:8][CH:9]=1.[C:10](O[C:10]([O:12][C:13]([CH3:16])([CH3:15])[CH3:14])=[O:11])([O:12][C:13]([CH3:16])([CH3:15])[CH3:14])=[O:11]. Product: [CH3:1][N:2]([CH2:3][C:4]1[CH:5]=[N:6][CH:7]=[CH:8][CH:9]=1)[C:10](=[O:11])[O:12][C:13]([CH3:16])([CH3:15])[CH3:14]. The catalyst class is: 4.